Task: Predict the reaction yield, written as a fraction of the theoretical maximum amount of product (1.0 means a 100% yield; for example, 0.34 means a 34% yield).. Dataset: Reaction yield outcomes from USPTO patents with 853,638 reactions (1) The reactants are [CH2:1]([C@H:3]1[C@@H:7]([C:8]2[N:12]3[C:13]4[C:19](I)=[CH:18][N:17]([CH2:21][O:22][CH2:23][CH2:24][Si:25]([CH3:28])([CH3:27])[CH3:26])[C:14]=4[N:15]=[CH:16][C:11]3=[N:10][N:9]=2)[CH2:6][C@@H:5]([NH:29][S:30]([CH:33]2[CH2:35][CH2:34]2)(=[O:32])=[O:31])[CH2:4]1)[CH3:2].[C-:36]#[N:37].[K+]. The catalyst is CN(C=O)C.[Cu]I.C1OCCOCCOCCOCCOCCOC1. The product is [C:36]([C:19]1[C:13]2[N:12]3[C:8]([C@@H:7]4[C@H:3]([CH2:1][CH3:2])[CH2:4][C@H:5]([NH:29][S:30]([CH:33]5[CH2:35][CH2:34]5)(=[O:32])=[O:31])[CH2:6]4)=[N:9][N:10]=[C:11]3[CH:16]=[N:15][C:14]=2[N:17]([CH2:21][O:22][CH2:23][CH2:24][Si:25]([CH3:27])([CH3:26])[CH3:28])[CH:18]=1)#[N:37]. The yield is 0.820. (2) The reactants are [Cl:1][C:2]1[C:3]([NH:18][C:19]2[C:27]([F:28])=[CH:26][CH:25]=[CH:24][C:20]=2[C:21](O)=[O:22])=[CH:4][C:5]([NH:8][C:9]2[N:13]([CH:14]([CH3:16])[CH3:15])[N:12]=[C:11]([CH3:17])[CH:10]=2)=[N:6][CH:7]=1.C1C=CC2[N:37]([OH:38])N=NC=2C=1.[CH2:39](Cl)CCl.CCN(C(C)C)C(C)C. The catalyst is CN(C)C=O.C(O)(=O)C.O. The product is [Cl:1][C:2]1[C:3]([NH:18][C:19]2[C:27]([F:28])=[CH:26][CH:25]=[CH:24][C:20]=2[C:21]([NH:37][O:38][CH3:39])=[O:22])=[CH:4][C:5]([NH:8][C:9]2[N:13]([CH:14]([CH3:15])[CH3:16])[N:12]=[C:11]([CH3:17])[CH:10]=2)=[N:6][CH:7]=1. The yield is 0.305. (3) The reactants are [OH-].[Li+].C[O:4][C:5]([CH:7]1[CH2:12][CH2:11][CH:10]([C:13]2[NH:17][C:16](=[O:18])[O:15][N:14]=2)[CH2:9][CH2:8]1)=[O:6]. The catalyst is C1COCC1. The product is [O:18]=[C:16]1[O:15][N:14]=[C:13]([CH:10]2[CH2:9][CH2:8][CH:7]([C:5]([OH:6])=[O:4])[CH2:12][CH2:11]2)[NH:17]1. The yield is 0.200. (4) The reactants are [OH:1][C:2]([C:43]1[S:44][CH:45]=[CH:46][CH:47]=1)([C:38]1[S:39][CH:40]=[CH:41][CH:42]=1)[C:3]([O:5][C@H:6]1[CH2:11][CH2:10][C@H:9]([N:12]([CH2:14][CH2:15][O:16][C:17]([NH:19][C:20]2[CH:25]=[C:24]([O:26][CH3:27])[C:23]([CH2:28][O:29][Si](C(C)(C)C)(C)C)=[CH:22][C:21]=2[Cl:37])=[O:18])[CH3:13])[CH2:8][CH2:7]1)=[O:4].Cl.C(=O)([O-])O.[Na+]. The catalyst is C1COCC1. The product is [OH:1][C:2]([C:38]1[S:39][CH:40]=[CH:41][CH:42]=1)([C:43]1[S:44][CH:45]=[CH:46][CH:47]=1)[C:3]([O:5][C@H:6]1[CH2:7][CH2:8][C@H:9]([N:12]([CH2:14][CH2:15][O:16][C:17]([NH:19][C:20]2[CH:25]=[C:24]([O:26][CH3:27])[C:23]([CH2:28][OH:29])=[CH:22][C:21]=2[Cl:37])=[O:18])[CH3:13])[CH2:10][CH2:11]1)=[O:4]. The yield is 0.780. (5) The reactants are [Cl:1][C:2]1[C:3]([F:31])=[C:4]([C@@H:8]2[C@:12]([C:15]3[CH:20]=[CH:19][C:18]([Cl:21])=[CH:17][C:16]=3[F:22])([C:13]#[N:14])[C@H:11]([CH2:23][C:24]([CH3:27])([CH3:26])[CH3:25])[NH:10][C@H:9]2[C:28](O)=[O:29])[CH:5]=[CH:6][CH:7]=1.CCN(C(C)C)C(C)C.C1(P(Cl)(C2C=CC=CC=2)=O)C=CC=CC=1.[NH2:56][C:57]1[CH:62]=[CH:61][C:60]([CH2:63][CH2:64][C:65]([O:67][CH3:68])=[O:66])=[CH:59][CH:58]=1. The catalyst is ClCCl. The product is [Cl:1][C:2]1[C:3]([F:31])=[C:4]([C@@H:8]2[C@:12]([C:15]3[CH:20]=[CH:19][C:18]([Cl:21])=[CH:17][C:16]=3[F:22])([C:13]#[N:14])[C@H:11]([CH2:23][C:24]([CH3:26])([CH3:27])[CH3:25])[NH:10][C@H:9]2[C:28]([NH:56][C:57]2[CH:58]=[CH:59][C:60]([CH2:63][CH2:64][C:65]([O:67][CH3:68])=[O:66])=[CH:61][CH:62]=2)=[O:29])[CH:5]=[CH:6][CH:7]=1. The yield is 0.960. (6) No catalyst specified. The reactants are O1C=C(CN)N=C1.[CH3:8][C:9]1[N:10]=[CH:11][C:12]([CH2:15][NH2:16])=[N:13][CH:14]=1.[F:17][C:18]1[CH:39]=[CH:38][C:21]([CH2:22][N:23]2[CH2:27][CH2:26][N:25]([C:28]3[CH:29]=[C:30]([CH:34]=[CH:35][N:36]=3)[C:31](O)=[O:32])[C:24]2=[O:37])=[CH:20][CH:19]=1. The product is [F:17][C:18]1[CH:19]=[CH:20][C:21]([CH2:22][N:23]2[CH2:27][CH2:26][N:25]([C:28]3[CH:29]=[C:30]([CH:34]=[CH:35][N:36]=3)[C:31]([NH:16][CH2:15][C:12]3[CH:11]=[N:10][C:9]([CH3:8])=[CH:14][N:13]=3)=[O:32])[C:24]2=[O:37])=[CH:38][CH:39]=1. The yield is 0.390. (7) The reactants are [CH3:1][NH:2][NH2:3].O=[C:5]([CH2:12][CH3:13])[CH2:6][C:7](OCC)=[O:8]. The catalyst is CO. The product is [CH2:12]([C:5]1[CH:6]=[C:7]([OH:8])[N:2]([CH3:1])[N:3]=1)[CH3:13]. The yield is 0.970. (8) The reactants are [CH3:1][CH:2]1[CH2:7][CH2:6][CH2:5][C:4](=O)[C:3]1=O.[C:10]([O-])(=O)[CH3:11].[NH4+:14].C(=O)C.[Cl-].[Na+].[NH3:20]. The catalyst is CS(C)=O. The product is [CH3:11][C:10]1[NH:20][C:4]2[CH2:5][CH2:6][CH2:7][CH:2]([CH3:1])[C:3]=2[N:14]=1. The yield is 0.433. (9) The reactants are [CH2:1]([O:3][CH2:4][O:5][C:6]1[C:15]2[C:14]([CH3:17])([CH3:16])[CH2:13][CH2:12][C:11]([CH3:19])([CH3:18])[C:10]=2[CH:9]=[C:8](B(O)O)[CH:7]=1)[CH3:2].C(=O)([O-])[O-].[Cs+].[Cs+].Cl[C:30]([C:32]1[CH:33]=[C:34]2[C:39](=[CH:40][CH:41]=1)[CH:38]=[C:37]([C:42]([O:44][CH3:45])=[O:43])[CH:36]=[CH:35]2)=[O:31]. The catalyst is C1(C)C=CC=CC=1.[Pd](Cl)Cl. The product is [CH2:1]([O:3][CH2:4][O:5][C:6]1[C:15]2[C:14]([CH3:17])([CH3:16])[CH2:13][CH2:12][C:11]([CH3:19])([CH3:18])[C:10]=2[CH:9]=[C:8]([C:30]([C:32]2[CH:33]=[C:34]3[C:39](=[CH:40][CH:41]=2)[CH:38]=[C:37]([C:42]([O:44][CH3:45])=[O:43])[CH:36]=[CH:35]3)=[O:31])[CH:7]=1)[CH3:2]. The yield is 0.590. (10) The reactants are C(O[BH-](OC(=O)C)OC(=O)C)(=O)C.[Na+].[C:15]([C:17]1[CH:24]=[CH:23][C:20]([CH:21]=O)=[CH:19][CH:18]=1)#[CH:16].[CH2:25]([NH:27][CH2:28][CH3:29])[CH3:26].C(O)(=O)C. The catalyst is ClCCCl. The product is [CH2:25]([N:27]([CH2:21][C:20]1[CH:23]=[CH:24][C:17]([C:15]#[CH:16])=[CH:18][CH:19]=1)[CH2:28][CH3:29])[CH3:26]. The yield is 0.632.